Dataset: Forward reaction prediction with 1.9M reactions from USPTO patents (1976-2016). Task: Predict the product of the given reaction. Given the reactants [Br:1][C:2]1[CH:10]=[CH:9][C:5]([C:6](O)=[O:7])=[CH:4][C:3]=1[CH3:11].[CH3:12][NH:13][CH3:14], predict the reaction product. The product is: [Br:1][C:2]1[CH:10]=[CH:9][C:5]([C:6]([N:13]([CH3:14])[CH3:12])=[O:7])=[CH:4][C:3]=1[CH3:11].